Dataset: Reaction yield outcomes from USPTO patents with 853,638 reactions. Task: Predict the reaction yield, written as a fraction of the theoretical maximum amount of product (1.0 means a 100% yield; for example, 0.34 means a 34% yield). The reactants are [CH3:1][O:2][C:3]1[CH:4]=[C:5]([C:11]2[CH:21]=[N:20][C:14]3[N:15]=[C:16]([NH2:19])[N:17]=[CH:18][C:13]=3[CH:12]=2)[CH:6]=[C:7]([O:9][CH3:10])[CH:8]=1.[H-].[Na+].F[C:25]1[C:30]([N+:31]([O-:33])=[O:32])=[CH:29][CH:28]=[CH:27][C:26]=1[CH3:34]. The catalyst is C1COCC1. The product is [CH3:1][O:2][C:3]1[CH:4]=[C:5]([C:11]2[CH:21]=[N:20][C:14]3[N:15]=[C:16]([NH:19][C:25]4[C:30]([N+:31]([O-:33])=[O:32])=[CH:29][CH:28]=[CH:27][C:26]=4[CH3:34])[N:17]=[CH:18][C:13]=3[CH:12]=2)[CH:6]=[C:7]([O:9][CH3:10])[CH:8]=1. The yield is 0.510.